From a dataset of NCI-60 drug combinations with 297,098 pairs across 59 cell lines. Regression. Given two drug SMILES strings and cell line genomic features, predict the synergy score measuring deviation from expected non-interaction effect. (1) Drug 1: CS(=O)(=O)C1=CC(=C(C=C1)C(=O)NC2=CC(=C(C=C2)Cl)C3=CC=CC=N3)Cl. Drug 2: CC1CCC2CC(C(=CC=CC=CC(CC(C(=O)C(C(C(=CC(C(=O)CC(OC(=O)C3CCCCN3C(=O)C(=O)C1(O2)O)C(C)CC4CCC(C(C4)OC)O)C)C)O)OC)C)C)C)OC. Cell line: HCT-15. Synergy scores: CSS=43.6, Synergy_ZIP=11.1, Synergy_Bliss=11.6, Synergy_Loewe=-1.92, Synergy_HSA=14.1. (2) Drug 1: CC1CCC2CC(C(=CC=CC=CC(CC(C(=O)C(C(C(=CC(C(=O)CC(OC(=O)C3CCCCN3C(=O)C(=O)C1(O2)O)C(C)CC4CCC(C(C4)OC)OCCO)C)C)O)OC)C)C)C)OC. Drug 2: CS(=O)(=O)OCCCCOS(=O)(=O)C. Cell line: M14. Synergy scores: CSS=6.47, Synergy_ZIP=-2.06, Synergy_Bliss=2.44, Synergy_Loewe=-9.37, Synergy_HSA=-0.0101. (3) Drug 1: CCC1(CC2CC(C3=C(CCN(C2)C1)C4=CC=CC=C4N3)(C5=C(C=C6C(=C5)C78CCN9C7C(C=CC9)(C(C(C8N6C=O)(C(=O)OC)O)OC(=O)C)CC)OC)C(=O)OC)O.OS(=O)(=O)O. Drug 2: C1=CC=C(C=C1)NC(=O)CCCCCCC(=O)NO. Cell line: DU-145. Synergy scores: CSS=16.5, Synergy_ZIP=-9.92, Synergy_Bliss=-1.74, Synergy_Loewe=-5.35, Synergy_HSA=-1.08. (4) Drug 1: C1=CC(=CC=C1CCCC(=O)O)N(CCCl)CCCl. Drug 2: C1C(C(OC1N2C=C(C(=O)NC2=O)F)CO)O. Cell line: SN12C. Synergy scores: CSS=37.1, Synergy_ZIP=-8.87, Synergy_Bliss=-8.11, Synergy_Loewe=-7.03, Synergy_HSA=-3.23. (5) Drug 1: C1CCC(C1)C(CC#N)N2C=C(C=N2)C3=C4C=CNC4=NC=N3. Drug 2: C1=CC=C(C(=C1)C(C2=CC=C(C=C2)Cl)C(Cl)Cl)Cl. Cell line: MDA-MB-231. Synergy scores: CSS=5.87, Synergy_ZIP=-2.19, Synergy_Bliss=-2.66, Synergy_Loewe=-4.63, Synergy_HSA=-2.60. (6) Drug 1: CCC1(CC2CC(C3=C(CCN(C2)C1)C4=CC=CC=C4N3)(C5=C(C=C6C(=C5)C78CCN9C7C(C=CC9)(C(C(C8N6C=O)(C(=O)OC)O)OC(=O)C)CC)OC)C(=O)OC)O.OS(=O)(=O)O. Drug 2: CN(C(=O)NC(C=O)C(C(C(CO)O)O)O)N=O. Cell line: SF-295. Synergy scores: CSS=4.09, Synergy_ZIP=-1.18, Synergy_Bliss=-2.09, Synergy_Loewe=-4.20, Synergy_HSA=-0.496.